This data is from Reaction yield outcomes from USPTO patents with 853,638 reactions. The task is: Predict the reaction yield, written as a fraction of the theoretical maximum amount of product (1.0 means a 100% yield; for example, 0.34 means a 34% yield). (1) The reactants are C([NH:4][C:5]1[S:6][CH:7]=[C:8]([CH2:10][CH2:11][C:12]2[CH:17]=[CH:16][C:15]([CH2:18][C:19]([OH:21])=[O:20])=[CH:14][CH:13]=2)[N:9]=1)(=O)C.[CH:22](C1N=C(NC(=O)C)SC=1)=O.Cl. The catalyst is C(O)(=O)C. The product is [CH3:22][O:21][C:19](=[O:20])[CH2:18][C:15]1[CH:14]=[CH:13][C:12]([CH2:11][CH2:10][C:8]2[N:9]=[C:5]([NH2:4])[S:6][CH:7]=2)=[CH:17][CH:16]=1. The yield is 0.980. (2) The yield is 0.800. The product is [Br:1][C:2]1[CH:10]=[CH:9][C:5]([CH2:6][CH2:7][N:24]2[CH2:25][CH2:26][CH2:23][CH2:22]2)=[CH:4][CH:3]=1. The catalyst is ClCCl. The reactants are [Br:1][C:2]1[CH:10]=[CH:9][C:5]([CH2:6][CH2:7]O)=[CH:4][CH:3]=1.C1(C)C=CC(S(Cl)(=O)=O)=CC=1.[CH2:22]([N:24](CC)[CH2:25][CH3:26])[CH3:23].Cl.N1CCCC1. (3) The reactants are C([O-])(O)=O.[Na+].[CH:6]1([C:11]([C:13]2[CH:18]=[C:17]([CH3:19])[CH:16]=[CH:15][C:14]=2[NH:20][C:21]([NH:23][C:24]2[S:25][C:26]([CH:29]=O)=[CH:27][N:28]=2)=[O:22])=[O:12])[CH2:10][CH2:9][CH2:8][CH2:7]1.Cl.[NH2:32][OH:33]. The product is [CH:6]1([C:11]([C:13]2[CH:18]=[C:17]([CH3:19])[CH:16]=[CH:15][C:14]=2[NH:20][C:21]([NH:23][C:24]2[S:25][C:26]([CH:29]=[N:32][OH:33])=[CH:27][N:28]=2)=[O:22])=[O:12])[CH2:7][CH2:8][CH2:9][CH2:10]1. The catalyst is C1COCC1. The yield is 0.760. (4) The reactants are [NH2:1][C:2]1[CH:7]=[CH:6][C:5]([OH:8])=[CH:4][C:3]=1[Cl:9].[H-].[Na+].[CH3:12][NH:13][C:14]([C:16]1[CH:17]=[C:18]2[C:23](=[CH:24][C:25]=1[O:26][CH2:27][C:28]1[CH:33]=[CH:32][CH:31]=[CH:30][CH:29]=1)[N:22]=[CH:21][CH:20]=[C:19]2Cl)=[O:15].C(OCC)(=O)C. The catalyst is CS(C)=O.O. The product is [CH3:12][NH:13][C:14]([C:16]1[CH:17]=[C:18]2[C:23](=[CH:24][C:25]=1[O:26][CH2:27][C:28]1[CH:33]=[CH:32][CH:31]=[CH:30][CH:29]=1)[N:22]=[CH:21][CH:20]=[C:19]2[O:8][C:5]1[CH:6]=[CH:7][C:2]([NH2:1])=[C:3]([Cl:9])[CH:4]=1)=[O:15]. The yield is 0.873. (5) The reactants are [CH2:1]([C:3]1[N:8]=[C:7]2[S:9][C:10]3[CH2:15][CH2:14][CH2:13][CH2:12][C:11]=3[C:6]2=[C:5]([C:16]2[CH:21]=[CH:20][C:19]([CH3:22])=[CH:18][CH:17]=2)[C:4]=1[CH2:23][C:24]([O:26][CH2:27][CH3:28])=[O:25])[CH3:2].[Li+].C[Si]([N-][Si](C)(C)C)(C)C.[CH2:39]1[CH2:43]OC[CH2:40]1.C(I)CC. The catalyst is CN(C=O)C. The product is [CH2:1]([C:3]1[N:8]=[C:7]2[S:9][C:10]3[CH2:15][CH2:14][CH2:13][CH2:12][C:11]=3[C:6]2=[C:5]([C:16]2[CH:17]=[CH:18][C:19]([CH3:22])=[CH:20][CH:21]=2)[C:4]=1[CH:23]([CH2:40][CH2:39][CH3:43])[C:24]([O:26][CH2:27][CH3:28])=[O:25])[CH3:2]. The yield is 0.590. (6) No catalyst specified. The yield is 1.00. The product is [C:1]1([CH:7]2[C:16]3[NH:20][C:14](=[O:15])[NH:13][C:12](=[O:18])[C:11]=3[CH2:10][CH2:9][CH2:8]2)[CH:6]=[CH:5][CH:4]=[CH:3][CH:2]=1. The reactants are [C:1]1([CH:7]2[C:16]3[O:15][C:14](=O)[NH:13][C:12](=[O:18])[C:11]=3[CH2:10][CH2:9][CH2:8]2)[CH:6]=[CH:5][CH:4]=[CH:3][CH:2]=1.[OH-].[NH4+:20].